The task is: Predict the product of the given reaction.. This data is from Forward reaction prediction with 1.9M reactions from USPTO patents (1976-2016). (1) Given the reactants [CH3:1][N:2]([CH3:6])[CH2:3][CH2:4][NH2:5].Cl[C:8]1[N:9]=[N+:10]([O-:23])[C:11]2[CH:17]=[C:16]3[CH2:18][CH2:19][CH2:20][CH2:21][CH2:22][C:15]3=[CH:14][C:12]=2[N:13]=1, predict the reaction product. The product is: [CH3:1][N:2]([CH3:6])[CH2:3][CH2:4][NH:5][C:8]1[N:9]=[N+:10]([O-:23])[C:11]2[CH:17]=[C:16]3[CH2:18][CH2:19][CH2:20][CH2:21][CH2:22][C:15]3=[CH:14][C:12]=2[N:13]=1. (2) The product is: [C:1]([O:5][C:6]([N:8]1[CH2:13][CH2:12][N:11]([C:14]2[C:19]([C:20]([F:23])([F:22])[F:21])=[CH:18][C:17]([NH:25][CH2:26][CH2:27][N:28]([CH3:30])[CH3:29])=[CH:16][N:15]=2)[CH2:10][CH2:9]1)=[O:7])([CH3:4])([CH3:3])[CH3:2]. Given the reactants [C:1]([O:5][C:6]([N:8]1[CH2:13][CH2:12][N:11]([C:14]2[C:19]([C:20]([F:23])([F:22])[F:21])=[CH:18][C:17](Br)=[CH:16][N:15]=2)[CH2:10][CH2:9]1)=[O:7])([CH3:4])([CH3:3])[CH3:2].[NH2:25][CH2:26][CH2:27][N:28]([CH3:30])[CH3:29].C1(C2C=CC=CC=2)C=CC=CC=1P(C(C)(C)C)C(C)(C)C.CC(C)([O-])C.[Na+], predict the reaction product. (3) The product is: [Br:17][C:18]1[CH:25]=[C:24]([CH:23]=[CH:22][C:19]=1[CH:20]=[O:21])[O:10][C:9]1[CH:8]=[CH:7][C:4]([C:5]#[N:6])=[CH:3][C:2]=1[F:1]. Given the reactants [F:1][C:2]1[CH:3]=[C:4]([CH:7]=[CH:8][C:9]=1[OH:10])[C:5]#[N:6].C([O-])([O-])=O.[K+].[K+].[Br:17][C:18]1[CH:25]=[C:24](F)[CH:23]=[CH:22][C:19]=1[CH:20]=[O:21].Cl, predict the reaction product.